Task: Predict the reaction yield, written as a fraction of the theoretical maximum amount of product (1.0 means a 100% yield; for example, 0.34 means a 34% yield).. Dataset: Reaction yield outcomes from USPTO patents with 853,638 reactions (1) The reactants are [CH:1]1([NH:6][N:7]2[C:16]3[C:11](=[CH:12][CH:13]=[CH:14][CH:15]=3)[C:10]([OH:17])=[C:9]([C:18]3[NH:23][C:22]4[CH:24]=[CH:25][C:26]([OH:28])=[CH:27][C:21]=4[S:20](=[O:30])(=[O:29])[N:19]=3)[C:8]2=[O:31])[CH2:5][CH2:4][CH2:3][CH2:2]1.C(=O)([O-])[O-].[Cs+].[Cs+].Br[CH2:39][C:40]([NH2:42])=[O:41]. The catalyst is [I-].C([N+](CCCC)(CCCC)CCCC)CCC.CN(C)C=O. The product is [CH:1]1([NH:6][N:7]2[C:16]3[C:11](=[CH:12][CH:13]=[CH:14][CH:15]=3)[C:10]([OH:17])=[C:9]([C:18]3[NH:23][C:22]4[CH:24]=[CH:25][C:26]([O:28][CH2:39][C:40]([NH2:42])=[O:41])=[CH:27][C:21]=4[S:20](=[O:29])(=[O:30])[N:19]=3)[C:8]2=[O:31])[CH2:2][CH2:3][CH2:4][CH2:5]1. The yield is 0.850. (2) The reactants are [H-].[H-].[H-].[H-].[Li+].[Al+3].[CH3:7][C:8]([CH3:26])([CH3:25])[C@H:9]([NH:17][C:18](=O)OC(C)(C)C)[C:10](=O)[N:11]1[CH2:15][CH2:14][CH2:13][CH2:12]1.O.[OH-].[Na+]. The catalyst is C1COCC1. The product is [CH3:18][NH:17][C@@H:9]([C:8]([CH3:26])([CH3:25])[CH3:7])[CH2:10][N:11]1[CH2:15][CH2:14][CH2:13][CH2:12]1. The yield is 0.960. (3) The reactants are [NH:1](C(OCC1C=CC=CC=1)=O)[C@@H:2]([C:10]([P:12]([O:20][C:21]1[CH:26]=[CH:25][CH:24]=[CH:23][CH:22]=1)[O:13][C:14]1[CH:19]=[CH:18][CH:17]=[CH:16][CH:15]=1)=[O:11])[CH2:3][C:4]1[CH:9]=[CH:8][CH:7]=[CH:6][CH:5]=1.N(C(OCC1C=CC=CC=1)=O)[C@H](C(P(OC1C=CC=CC=1)OC1C=CC=CC=1)=O)CC1C=CC=CC=1.CCOCC.[BrH:78].C(O)(=O)C. No catalyst specified. The product is [NH2:1][CH:2]([C:10]([P:12]([O:20][C:21]1[CH:22]=[CH:23][CH:24]=[CH:25][CH:26]=1)[O:13][C:14]1[CH:15]=[CH:16][CH:17]=[CH:18][CH:19]=1)=[O:11])[CH2:3][C:4]1[CH:5]=[CH:6][CH:7]=[CH:8][CH:9]=1.[BrH:78]. The yield is 0.940. (4) The reactants are Br[CH2:2][C:3]1[CH:4]=[CH:5][CH:6]=[C:7]2[C:12]=1[N:11]=[C:10]([O:13][CH3:14])[CH:9]=[N:8]2.C([O-])([O-])=O.[K+].[K+].O1CCO[CH2:23][CH2:22]1. The catalyst is O. The product is [CH2:2]([C:3]1[CH:4]=[CH:5][CH:6]=[C:7]2[C:12]=1[N:11]=[C:10]([O:13][CH3:14])[CH:9]=[N:8]2)[CH:22]=[CH2:23]. The yield is 0.740. (5) The reactants are [NH2:1][C:2]1[N:7]=[C:6](Cl)[CH:5]=[C:4](Cl)[N:3]=1.[NH2:10][C:11]1[CH:12]=[C:13]2[C:17](=[CH:18][CH:19]=1)[NH:16][CH:15]=[CH:14]2.C(N(C(C)C)CC)(C)C. The catalyst is CN(C)C=O. The product is [NH2:1][C:2]1[N:7]=[C:6]([NH:10][C:11]2[CH:12]=[C:13]3[C:17](=[CH:18][CH:19]=2)[NH:16][CH:15]=[CH:14]3)[CH:5]=[CH:4][N:3]=1. The yield is 0.380. (6) The reactants are [C:1]([O:5][C:6](=[O:14])[NH:7][CH:8]1[CH2:13][CH2:12][CH:11]=[CH:10][CH2:9]1)([CH3:4])([CH3:3])[CH3:2].[H-].[Na+].[CH2:17](I)[CH3:18].C1CCCCC1.C(OCC)(=O)C. The catalyst is CS(C)=O. The product is [C:1]([O:5][C:6](=[O:14])[N:7]([CH2:17][CH3:18])[CH:8]1[CH2:13][CH2:12][CH:11]=[CH:10][CH2:9]1)([CH3:4])([CH3:2])[CH3:3]. The yield is 0.580.